This data is from Full USPTO retrosynthesis dataset with 1.9M reactions from patents (1976-2016). The task is: Predict the reactants needed to synthesize the given product. (1) The reactants are: [C:1]1([C:7]2[O:11][C:10]([C:12]([F:15])([F:14])[F:13])=[C:9]([C:16](Cl)=[O:17])[CH:8]=2)[CH:6]=[CH:5][CH:4]=[CH:3][CH:2]=1.[F:19][C:20]([F:33])([F:32])[C:21]1[CH:22]=[C:23]([NH2:31])[CH:24]=[C:25]([C:27]([F:30])([F:29])[F:28])[CH:26]=1.C(N(CC)C(C)C)(C)C.Cl.C([O-])(O)=O.[Na+]. Given the product [F:19][C:20]([F:32])([F:33])[C:21]1[CH:22]=[C:23]([NH:31][C:16]([C:9]2[CH:8]=[C:7]([C:1]3[CH:6]=[CH:5][CH:4]=[CH:3][CH:2]=3)[O:11][C:10]=2[C:12]([F:15])([F:14])[F:13])=[O:17])[CH:24]=[C:25]([C:27]([F:28])([F:30])[F:29])[CH:26]=1, predict the reactants needed to synthesize it. (2) Given the product [C:1]([C:5]1([Cl:24])[NH:10][C:9]([C:11]2[CH:16]=[CH:15][CH:14]=[CH:13][C:12]=2[C:17]([F:20])([F:19])[F:18])=[N:8][CH:7]=[CH:6]1)([CH3:4])([CH3:3])[CH3:2], predict the reactants needed to synthesize it. The reactants are: [C:1]([C:5]1[N:10]=[C:9]([C:11]2[CH:16]=[CH:15][CH:14]=[CH:13][C:12]=2[C:17]([F:20])([F:19])[F:18])[NH:8][C:7](=O)[CH:6]=1)([CH3:4])([CH3:3])[CH3:2].P(Cl)(Cl)([Cl:24])=O.C(N(CCC)CCC)CC. (3) Given the product [Cl:45][C:46]1[CH:54]=[CH:53][C:49]([C:50]([N:15]2[CH2:16][CH2:17][C:12]([C:8]3[CH:9]=[CH:10][CH:11]=[C:6]([O:5][CH2:3][CH3:4])[CH:7]=3)([CH2:18][CH2:19][N:20]3[C@H:21]4[CH2:27][CH2:26][C@@H:25]3[CH2:24][CH:23]([N:28]3[C:32]5[CH:33]=[CH:34][CH:35]=[CH:36][C:31]=5[N:30]=[C:29]3[CH3:37])[CH2:22]4)[CH2:13][CH2:14]2)=[O:51])=[CH:48][C:47]=1[S:55]([NH2:56])(=[O:58])=[O:57], predict the reactants needed to synthesize it. The reactants are: Cl.Cl.[CH2:3]([O:5][C:6]1[CH:7]=[C:8]([C:12]2([CH2:18][CH2:19][N:20]3[CH:25]4[CH2:26][CH2:27][CH:21]3[CH2:22][CH:23]([N:28]3[C:32]5[CH:33]=[CH:34][CH:35]=[CH:36][C:31]=5[N:30]=[C:29]3[CH3:37])[CH2:24]4)[CH2:17][CH2:16][NH:15][CH2:14][CH2:13]2)[CH:9]=[CH:10][CH:11]=1)[CH3:4].C(N(CC)CC)C.[Cl:45][C:46]1[CH:54]=[CH:53][C:49]([C:50](O)=[O:51])=[CH:48][C:47]=1[S:55](=[O:58])(=[O:57])[NH2:56].F[P-](F)(F)(F)(F)F.N1(OC(N(C)C)=[N+](C)C)C2N=CC=CC=2N=N1. (4) Given the product [Br:1][C:2]1[CH:3]=[C:4]([CH2:21][C:22]([NH:65][C@@H:64]([CH2:66][C:67]2[CH:72]=[CH:71][CH:70]=[CH:69][CH:68]=2)[C:63]([O:62][CH3:61])=[O:73])=[O:23])[CH:5]=[C:6]([Br:20])[C:7]=1[O:8][CH2:9][C:10]1[CH:15]=[C:14]([NH:16][CH2:17][CH3:18])[CH:13]=[C:12]([Cl:19])[CH:11]=1, predict the reactants needed to synthesize it. The reactants are: [Br:1][C:2]1[CH:3]=[C:4]([CH2:21][C:22](O)=[O:23])[CH:5]=[C:6]([Br:20])[C:7]=1[O:8][CH2:9][C:10]1[CH:15]=[C:14]([NH:16][CH2:17][CH3:18])[CH:13]=[C:12]([Cl:19])[CH:11]=1.F[P-](F)(F)(F)(F)F.Br[P+](N1CCCC1)(N1CCCC1)N1CCCC1.O.ON1C2C=CC=CC=2N=N1.Cl.[CH3:61][O:62][C:63](=[O:73])[C@H:64]([CH2:66][C:67]1[CH:72]=[CH:71][CH:70]=[CH:69][CH:68]=1)[NH2:65].C(N(C(C)C)CC)(C)C. (5) Given the product [CH3:7][O:8][C:9](=[O:35])[CH2:10][CH2:11][CH2:12]/[CH:13]=[CH:14]\[CH2:15][N:16]1[C@@H:20]([CH2:21][O:22][C:23](=[O:33])[NH:24][CH2:25][CH2:26][C:27]2[CH:32]=[CH:31][CH:30]=[CH:29][CH:28]=2)[CH2:19][CH2:18][C:17]1=[O:34], predict the reactants needed to synthesize it. The reactants are: [BH4-].[Na+].C(N)CN.[CH3:7][O:8][C:9](=[O:35])[CH2:10][CH2:11][CH2:12][C:13]#[C:14][CH2:15][N:16]1[C@@H:20]([CH2:21][O:22][C:23](=[O:33])[NH:24][CH2:25][CH2:26][C:27]2[CH:32]=[CH:31][CH:30]=[CH:29][CH:28]=2)[CH2:19][CH2:18][C:17]1=[O:34]. (6) Given the product [CH2:1]([N:8]1[CH2:13][CH2:12][CH:11]([CH2:14][O:15][C:16]2[C:28]([CH:31]3[CH2:33][CH2:32]3)=[CH:27][C:19]([C:20]([O:22][C:23]([CH3:26])([CH3:25])[CH3:24])=[O:21])=[C:18]([F:30])[CH:17]=2)[CH2:10][CH2:9]1)[C:2]1[CH:7]=[CH:6][CH:5]=[CH:4][CH:3]=1, predict the reactants needed to synthesize it. The reactants are: [CH2:1]([N:8]1[CH2:13][CH2:12][CH:11]([CH2:14][O:15][C:16]2[C:28](Cl)=[CH:27][C:19]([C:20]([O:22][C:23]([CH3:26])([CH3:25])[CH3:24])=[O:21])=[C:18]([F:30])[CH:17]=2)[CH2:10][CH2:9]1)[C:2]1[CH:7]=[CH:6][CH:5]=[CH:4][CH:3]=1.[CH:31]1(B(O)O)[CH2:33][CH2:32]1.P([O-])([O-])([O-])=O.[K+].[K+].[K+].F[B-](F)(F)F.C1(P(C2CCCCC2)C2CCCCC2)CCCCC1.